From a dataset of Peptide-MHC class I binding affinity with 185,985 pairs from IEDB/IMGT. Regression. Given a peptide amino acid sequence and an MHC pseudo amino acid sequence, predict their binding affinity value. This is MHC class I binding data. (1) The peptide sequence is KQFCLSILL. The MHC is HLA-B39:01 with pseudo-sequence HLA-B39:01. The binding affinity (normalized) is 0.614. (2) The peptide sequence is PFVVSTGYHF. The MHC is HLA-A24:02 with pseudo-sequence HLA-A24:02. The binding affinity (normalized) is 0.610. (3) The peptide sequence is AEILSGRVI. The MHC is HLA-A26:01 with pseudo-sequence HLA-A26:01. The binding affinity (normalized) is 0.0847. (4) The peptide sequence is QAISPRTLNAW. The MHC is HLA-A02:06 with pseudo-sequence HLA-A02:06. The binding affinity (normalized) is 0. (5) The binding affinity (normalized) is 0.976. The MHC is HLA-A31:01 with pseudo-sequence HLA-A31:01. The peptide sequence is RNYVPCHIR. (6) The MHC is HLA-B27:05 with pseudo-sequence HLA-B27:05. The binding affinity (normalized) is 0.0567. The peptide sequence is LQTRVTAI. (7) The peptide sequence is NHINFELSL. The MHC is HLA-B38:01 with pseudo-sequence HLA-B38:01. The binding affinity (normalized) is 0.779. (8) The peptide sequence is QIYAGIKVK. The MHC is HLA-B45:01 with pseudo-sequence HLA-B45:01. The binding affinity (normalized) is 0.